Dataset: Reaction yield outcomes from USPTO patents with 853,638 reactions. Task: Predict the reaction yield, written as a fraction of the theoretical maximum amount of product (1.0 means a 100% yield; for example, 0.34 means a 34% yield). (1) The reactants are O[C:2]([C:4](F)(F)F)=[O:3].[CH:8]([N:11]1[C:15]([C:16]2[S:17][C:18]3[CH2:19][CH2:20][O:21][C:22]4[CH:29]=[C:28]([CH:30]5[CH2:33][N:32]([CH2:34][C:35]([OH:37])=O)[CH2:31]5)[CH:27]=[CH:26][C:23]=4[C:24]=3[N:25]=2)=[N:14][CH:13]=[N:12]1)([CH3:10])[CH3:9].C[CH2:39][N:40]=C=NCCCN(C)C.[CH:49]1C=CC2N(O)N=NC=2C=1.NCC(C)(O)C.C(N(C(C)C)CC)(C)C.C(=O)(O)[O-].[Na+]. The catalyst is C1COCC1. The product is [OH:3][C:2]([CH3:4])([CH3:49])[CH2:39][NH:40][C:35](=[O:37])[CH2:34][N:32]1[CH2:33][CH:30]([C:28]2[CH:27]=[CH:26][C:23]3[C:24]4[N:25]=[C:16]([C:15]5[N:11]([CH:8]([CH3:9])[CH3:10])[N:12]=[CH:13][N:14]=5)[S:17][C:18]=4[CH2:19][CH2:20][O:21][C:22]=3[CH:29]=2)[CH2:31]1. The yield is 0.440. (2) The yield is 0.960. The catalyst is CCO. The product is [NH2:40][C:39]1[N:29]([C:24]2[CH:23]=[C:22]([CH:27]=[CH:26][C:25]=2[CH3:28])[C:21]([NH:20][CH:17]2[CH2:19][CH2:18]2)=[O:31])[N:30]=[CH:35][C:36]=1[C:37]#[N:38]. The reactants are CCN(C(C)C)C(C)C.FC(F)(F)C(O)=O.[CH:17]1([NH:20][C:21](=[O:31])[C:22]2[CH:27]=[CH:26][C:25]([CH3:28])=[C:24]([NH:29][NH2:30])[CH:23]=2)[CH2:19][CH2:18]1.C(O[CH:35]=[C:36]([C:39]#[N:40])[C:37]#[N:38])C.